From a dataset of Reaction yield outcomes from USPTO patents with 853,638 reactions. Predict the reaction yield, written as a fraction of the theoretical maximum amount of product (1.0 means a 100% yield; for example, 0.34 means a 34% yield). (1) The catalyst is C(#N)C.C(N(CC)CC)C. The reactants are Br[CH2:2][C:3]([C:5]12[CH2:14][CH:9]3[CH2:10][CH:11]([CH2:13][CH:7]([CH2:8]3)[CH2:6]1)[CH2:12]2)=[O:4].[Cl:15][C:16]1[CH:21]=[CH:20][C:19]([CH2:22][SH:23])=[CH:18][CH:17]=1. The product is [C:5]12([C:3](=[O:4])[CH2:2][S:23][CH2:22][C:19]3[CH:20]=[CH:21][C:16]([Cl:15])=[CH:17][CH:18]=3)[CH2:14][CH:9]3[CH2:10][CH:11]([CH2:13][CH:7]([CH2:8]3)[CH2:6]1)[CH2:12]2. The yield is 0.990. (2) The reactants are [CH3:1][N:2]([CH2:14][CH2:15][N:16]1[CH2:21][CH2:20][O:19][CH2:18][CH2:17]1)[C:3]([C:5]1[CH:6]=[C:7]([CH:11]=[CH:12][CH:13]=1)[C:8]([OH:10])=O)=[O:4].CCN=C=NCCCN(C)C.Cl.[NH2:34][C:35]1[CH:55]=[CH:54][C:53]([N:56]2[CH2:61][CH2:60][CH2:59][CH2:58][CH2:57]2)=[CH:52][C:36]=1[C:37]([NH:39][C:40]1[CH:41]=[N:42][C:43]([C:46]2[CH:51]=[CH:50][CH:49]=[CH:48][CH:47]=2)=[N:44][CH:45]=1)=[O:38]. The catalyst is ClCCl.CN(C)C1C=CN=CC=1. The product is [CH3:1][N:2]([CH2:14][CH2:15][N:16]1[CH2:21][CH2:20][O:19][CH2:18][CH2:17]1)[C:3](=[O:4])[C:5]1[CH:13]=[CH:12][CH:11]=[C:7]([C:8]([NH:34][C:35]2[CH:55]=[CH:54][C:53]([N:56]3[CH2:57][CH2:58][CH2:59][CH2:60][CH2:61]3)=[CH:52][C:36]=2[C:37](=[O:38])[NH:39][C:40]2[CH:45]=[N:44][C:43]([C:46]3[CH:47]=[CH:48][CH:49]=[CH:50][CH:51]=3)=[N:42][CH:41]=2)=[O:10])[CH:6]=1. The yield is 0.280. (3) The product is [CH3:22][C:23]1[CH:32]=[C:31]([CH2:33][O:34][C:35]2[CH:36]=[CH:37][C:38]([C:39]([NH:41][CH2:42][C:43]3([N:52]4[CH2:53][CH2:54][N:55]([C:60]([C:61]5[CH:62]=[N:63][CH:64]=[CH:65][CH:66]=5)=[O:67])[CH2:56][CH2:57]4)[C:44](=[O:51])[NH:45][C:46](=[O:50])[NH:47][C:48]3=[O:49])=[O:40])=[CH:58][CH:59]=2)[C:30]2[C:25](=[CH:26][CH:27]=[CH:28][CH:29]=2)[N:24]=1. No catalyst specified. The reactants are FC(F)(F)C(O)=O.FC(F)(F)C(O)=O.FC(F)(F)C(O)=O.[CH3:22][C:23]1[CH:32]=[C:31]([CH2:33][O:34][C:35]2[CH:59]=[CH:58][C:38]([C:39]([NH:41][CH2:42][C:43]3([N:52]4[CH2:57][CH2:56][NH:55][CH2:54][CH2:53]4)[C:48](=[O:49])[NH:47][C:46](=[O:50])[NH:45][C:44]3=[O:51])=[O:40])=[CH:37][CH:36]=2)[C:30]2[C:25](=[CH:26][CH:27]=[CH:28][CH:29]=2)[N:24]=1.[C:60](Cl)(=[O:67])[C:61]1[CH:66]=[CH:65][CH:64]=[N:63][CH:62]=1. The yield is 0.850. (4) The product is [C:42]12([NH:38][C:39]([C:41]3[C:2]([F:1])=[CH:10][C:9]([F:11])=[C:8]([C:12]4[C:13]([N+:32]([O-:34])=[O:33])=[CH:14][C:15]5[O:19][C:18]([C:20]6[CH:21]=[CH:22][C:23]([F:26])=[CH:24][CH:25]=6)=[C:17]([C:27]([NH:28][CH3:29])=[O:30])[C:16]=5[CH:31]=4)[CH:7]=3)=[O:54])[CH2:43][CH:45]([CH2:44]1)[CH2:46]2. The yield is 0.900. The reactants are [F:1][C:2]1[CH:10]=[C:9]([F:11])[C:8]([C:12]2[C:13]([N+:32]([O-:34])=[O:33])=[CH:14][C:15]3[O:19][C:18]([C:20]4[CH:25]=[CH:24][C:23]([F:26])=[CH:22][CH:21]=4)=[C:17]([C:27](=[O:30])[NH:28][CH3:29])[C:16]=3[CH:31]=2)=[CH:7]C=1C(O)=O.C([N:38]([CH:42]([CH2:44][CH2:45][CH3:46])[CH3:43])[CH:39]([CH3:41])C)(C)C.CN(C([O:54]N1N=NC2C=CC=NC1=2)=[N+](C)C)C.F[P-](F)(F)(F)(F)F.FC(F)(F)C(O)=O. The catalyst is CN(C=O)C.C(Cl)Cl. (5) The reactants are C(=O)([O-])[O-].[Cs+].[Cs+].[NH2:7][C:8]1[N:12]([CH3:13])[N:11]=[CH:10][C:9]=1[C:14]([O:16][CH2:17][CH3:18])=[O:15].Br[C:20]1[C:21]([N+:27]([O-:29])=[O:28])=[C:22]([CH3:26])[CH:23]=[CH:24][CH:25]=1. The catalyst is O1CCOCC1.C1C=CC(/C=C/C(/C=C/C2C=CC=CC=2)=O)=CC=1.C1C=CC(/C=C/C(/C=C/C2C=CC=CC=2)=O)=CC=1.C1C=CC(/C=C/C(/C=C/C2C=CC=CC=2)=O)=CC=1.[Pd].[Pd].C1(P(C2C=CC=CC=2)C2C3OC4C(=CC=CC=4P(C4C=CC=CC=4)C4C=CC=CC=4)C(C)(C)C=3C=CC=2)C=CC=CC=1. The product is [CH2:17]([O:16][C:14]([C:9]1[CH:10]=[N:11][N:12]([CH3:13])[C:8]=1[NH:7][C:20]1[CH:25]=[CH:24][CH:23]=[C:22]([CH3:26])[C:21]=1[N+:27]([O-:29])=[O:28])=[O:15])[CH3:18]. The yield is 0.450.